Dataset: Forward reaction prediction with 1.9M reactions from USPTO patents (1976-2016). Task: Predict the product of the given reaction. Given the reactants [Cl:1][C:2]1[CH:7]=[C:6]([C:8]([F:11])([F:10])[F:9])[CH:5]=[CH:4][N:3]=1.OO.C([O-])([O-])=[O:15].[Na+].[Na+], predict the reaction product. The product is: [Cl:1][C:2]1[CH:7]=[C:6]([C:8]([F:9])([F:10])[F:11])[CH:5]=[CH:4][N+:3]=1[O-:15].